Dataset: Full USPTO retrosynthesis dataset with 1.9M reactions from patents (1976-2016). Task: Predict the reactants needed to synthesize the given product. (1) Given the product [Cl:13][C:14]1[CH:38]=[CH:37][C:36]([Cl:39])=[CH:35][C:15]=1[O:16][C:17]1[CH:22]=[CH:21][N:20]=[CH:19][C:18]=1[C:23]([N:8]1[C:9]2[C:4](=[CH:3][C:2]([F:1])=[C:11]([F:12])[CH:10]=2)[CH2:5][CH2:6][CH2:7]1)=[O:24], predict the reactants needed to synthesize it. The reactants are: [F:1][C:2]1[CH:3]=[C:4]2[C:9](=[CH:10][C:11]=1[F:12])[NH:8][CH2:7][CH2:6][CH2:5]2.[Cl:13][C:14]1[CH:38]=[CH:37][C:36]([Cl:39])=[CH:35][C:15]=1[O:16][C:17]1[CH:22]=[CH:21][N:20]=[CH:19][C:18]=1[C:23](N1C2C(=CC=CC=2)CCC1)=[O:24]. (2) Given the product [CH2:1]([NH:5][C:11](=[O:12])[CH2:10][C:6]([CH3:9])([CH3:8])[CH3:7])[CH2:2][CH2:3][CH3:4], predict the reactants needed to synthesize it. The reactants are: [CH2:1]([NH2:5])[CH2:2][CH2:3][CH3:4].[C:6]([CH2:10][C:11](Cl)=[O:12])([CH3:9])([CH3:8])[CH3:7].CCN(C(C)C)C(C)C.[H-].[H-].[H-].[H-].[Li+].[Al+3].